This data is from Full USPTO retrosynthesis dataset with 1.9M reactions from patents (1976-2016). The task is: Predict the reactants needed to synthesize the given product. The reactants are: [CH3:1][CH2:2]/[C:3](/[C:7]1[C:12]2[N:13]([CH3:17])[C:14](=[O:16])[NH:15][C:11]=2[CH:10]=[CH:9][N:8]=1)=[CH:4]\[CH2:5][CH3:6]. Given the product [CH3:1][CH2:2][CH:3]([C:7]1[C:12]2[N:13]([CH3:17])[C:14](=[O:16])[NH:15][C:11]=2[CH:10]=[CH:9][N:8]=1)[CH2:4][CH2:5][CH3:6], predict the reactants needed to synthesize it.